This data is from Reaction yield outcomes from USPTO patents with 853,638 reactions. The task is: Predict the reaction yield, written as a fraction of the theoretical maximum amount of product (1.0 means a 100% yield; for example, 0.34 means a 34% yield). (1) The reactants are C([O:5][C:6](=[O:43])[CH2:7][CH2:8][NH:9][C:10](=[O:42])[C:11]1[CH:16]=[CH:15][C:14]([O:17][CH:18]([C:26]2[CH:31]=[CH:30][C:29]([C:32]3[CH:37]=[CH:36][C:35]([C:38]([F:41])([F:40])[F:39])=[CH:34][CH:33]=3)=[CH:28][CH:27]=2)[CH2:19][CH:20]2[CH2:25][CH2:24][CH2:23][CH2:22][CH2:21]2)=[CH:13][CH:12]=1)(C)(C)C.[Li+].[OH-].Cl. The catalyst is C1COCC1. The product is [CH:20]1([CH2:19][CH:18]([C:26]2[CH:27]=[CH:28][C:29]([C:32]3[CH:37]=[CH:36][C:35]([C:38]([F:39])([F:40])[F:41])=[CH:34][CH:33]=3)=[CH:30][CH:31]=2)[O:17][C:14]2[CH:15]=[CH:16][C:11]([C:10]([NH:9][CH2:8][CH2:7][C:6]([OH:43])=[O:5])=[O:42])=[CH:12][CH:13]=2)[CH2:25][CH2:24][CH2:23][CH2:22][CH2:21]1. The yield is 0.900. (2) The reactants are Cl[C:2]1[C:7]2=[CH:8][N:9]([C:11]3[C:16]([Cl:17])=[CH:15][CH:14]=[CH:13][C:12]=3[Cl:18])[N:10]=[C:6]2[CH:5]=[CH:4][N:3]=1.[CH:19]1([C:22]2[N:27]=[CH:26][N:25]=[C:24]([NH2:28])[CH:23]=2)[CH2:21][CH2:20]1.CC1(C)C2C(=C(P(C3C=CC=CC=3)C3C=CC=CC=3)C=CC=2)OC2C(P(C3C=CC=CC=3)C3C=CC=CC=3)=CC=CC1=2.C(=O)([O-])[O-].[Cs+].[Cs+]. The catalyst is O1CCOCC1.C1C=CC(/C=C/C(/C=C/C2C=CC=CC=2)=O)=CC=1.C1C=CC(/C=C/C(/C=C/C2C=CC=CC=2)=O)=CC=1.C1C=CC(/C=C/C(/C=C/C2C=CC=CC=2)=O)=CC=1.[Pd].[Pd]. The product is [CH:19]1([C:22]2[N:27]=[CH:26][N:25]=[C:24]([NH:28][C:2]3[C:7]4=[CH:8][N:9]([C:11]5[C:16]([Cl:17])=[CH:15][CH:14]=[CH:13][C:12]=5[Cl:18])[N:10]=[C:6]4[CH:5]=[CH:4][N:3]=3)[CH:23]=2)[CH2:21][CH2:20]1. The yield is 0.430. (3) The reactants are [CH2:1]=[C:2]([C:4]1[CH:5]=[C:6]([C:14]2[N:15]=[C:16]([CH2:19][CH2:20][C:21]([O:23][CH3:24])=[O:22])[O:17][CH:18]=2)[CH:7]=[C:8]([C:10]([F:13])([F:12])[F:11])[CH:9]=1)[CH3:3]. The catalyst is C(O)C.[Pd]. The product is [CH:2]([C:4]1[CH:5]=[C:6]([C:14]2[N:15]=[C:16]([CH2:19][CH2:20][C:21]([O:23][CH3:24])=[O:22])[O:17][CH:18]=2)[CH:7]=[C:8]([C:10]([F:12])([F:11])[F:13])[CH:9]=1)([CH3:3])[CH3:1]. The yield is 0.950.